This data is from Merck oncology drug combination screen with 23,052 pairs across 39 cell lines. The task is: Regression. Given two drug SMILES strings and cell line genomic features, predict the synergy score measuring deviation from expected non-interaction effect. Drug 1: O=P1(N(CCCl)CCCl)NCCCO1. Drug 2: CC1(c2nc3c(C(N)=O)cccc3[nH]2)CCCN1. Cell line: UWB1289BRCA1. Synergy scores: synergy=-8.40.